Dataset: Full USPTO retrosynthesis dataset with 1.9M reactions from patents (1976-2016). Task: Predict the reactants needed to synthesize the given product. (1) Given the product [CH3:8][C:9]1([CH3:30])[CH2:15][O:14][C:13]2[CH:16]=[C:17](/[CH:20]=[CH:21]/[C:22]([OH:24])=[O:23])[CH:18]=[N:19][C:12]=2[NH:11][C:10]1=[O:29], predict the reactants needed to synthesize it. The reactants are: C(O)(C(F)(F)F)=O.[CH3:8][C:9]1([CH3:30])[CH2:15][O:14][C:13]2[CH:16]=[C:17](/[CH:20]=[CH:21]/[C:22]([O:24]C(C)(C)C)=[O:23])[CH:18]=[N:19][C:12]=2[NH:11][C:10]1=[O:29]. (2) Given the product [S:7]1[CH:8]=[CH:9][C:10]2[C:2]([C:17](=[O:21])[CH2:18][CH2:19][CH3:20])=[CH:3][CH:4]=[CH:5][C:6]1=2, predict the reactants needed to synthesize it. The reactants are: Br[C:2]1[C:10]2[CH:9]=[CH:8][S:7][C:6]=2[CH:5]=[CH:4][CH:3]=1.[Mg].II.CON(C)[C:17](=[O:21])[CH2:18][CH2:19][CH3:20].Cl. (3) Given the product [F:1][C:2]1[CH:3]=[CH:4][C:5]([O:6][C:7]2[C:8]([C:17]([NH:30][C:28]3[CH:27]=[CH:26][NH:25][C:24](=[O:23])[CH:29]=3)=[O:19])=[N:9][C:10]3[C:15]([N:16]=2)=[CH:14][CH:13]=[CH:12][CH:11]=3)=[CH:20][CH:21]=1, predict the reactants needed to synthesize it. The reactants are: [F:1][C:2]1[CH:21]=[CH:20][C:5]([O:6][C:7]2[C:8]([C:17]([OH:19])=O)=[N:9][C:10]3[C:15]([N:16]=2)=[CH:14][CH:13]=[CH:12][CH:11]=3)=[CH:4][CH:3]=1.C[O:23][C:24]1[CH:29]=[C:28]([NH2:30])[CH:27]=[CH:26][N:25]=1.CN(C(ON1N=NC2C=CC=NC1=2)=[N+](C)C)C.F[P-](F)(F)(F)(F)F.CN1CCOCC1.Br. (4) Given the product [CH3:19][C:16]1[CH:17]=[CH:18][C:13]([NH:12][C:2]([O:4][CH2:5][C:6]2[CH:11]=[CH:10][CH:9]=[CH:8][CH:7]=2)=[O:3])=[CH:14][C:15]=1[CH:20]1[CH2:21][CH2:22][N:23]([C:26]([O:28][C:29]([CH3:32])([CH3:31])[CH3:30])=[O:27])[CH2:24][CH2:25]1, predict the reactants needed to synthesize it. The reactants are: Cl[C:2]([O:4][CH2:5][C:6]1[CH:11]=[CH:10][CH:9]=[CH:8][CH:7]=1)=[O:3].[NH2:12][C:13]1[CH:14]=[C:15]([CH:20]2[CH2:25][CH2:24][N:23]([C:26]([O:28][C:29]([CH3:32])([CH3:31])[CH3:30])=[O:27])[CH2:22][CH2:21]2)[C:16]([CH3:19])=[CH:17][CH:18]=1.C([O-])([O-])=O.[K+].[K+].C(Cl)Cl. (5) The reactants are: [Cl:1][C:2]1[CH:7]=[C:6](I)[C:5]([Cl:9])=[CH:4][N:3]=1.[NH2:10][C:11]1[CH:20]=[CH:19][CH:18]=[CH:17][C:12]=1[C:13]([NH:15][CH3:16])=[O:14].P([O-])([O-])([O-])=O.[K+].[K+].[K+].C1(P(C2C=CC=CC=2)C2C=CC=CC=2OC2C=CC=CC=2P(C2C=CC=CC=2)C2C=CC=CC=2)C=CC=CC=1. Given the product [Cl:1][C:2]1[CH:7]=[C:6]([NH:10][C:11]2[CH:20]=[CH:19][CH:18]=[CH:17][C:12]=2[C:13]([NH:15][CH3:16])=[O:14])[C:5]([Cl:9])=[CH:4][N:3]=1, predict the reactants needed to synthesize it. (6) Given the product [CH:1]1([N:6]2[C:14]3[C:9](=[CH:10][C:11]([F:16])=[C:12]([CH3:15])[CH:13]=3)[C:8]([C:17]([O:19][CH3:20])=[O:18])=[C:7]2[B:25]([OH:26])[OH:24])[CH2:2][CH2:3][CH2:4][CH2:5]1, predict the reactants needed to synthesize it. The reactants are: [CH:1]1([N:6]2[C:14]3[C:9](=[CH:10][C:11]([F:16])=[C:12]([CH3:15])[CH:13]=3)[C:8]([C:17]([O:19][CH3:20])=[O:18])=[CH:7]2)[CH2:5][CH2:4][CH2:3][CH2:2]1.C([O:24][B:25](OC(C)C)[O:26]C(C)C)(C)C.[Li+].CC([N-]C(C)C)C. (7) Given the product [F:1][C:2]1[CH:7]=[CH:6][C:5]([C:8]2[N:9]=[C:10]([N:21]3[CH2:25][CH2:24][CH2:23][CH:22]3[CH3:26])[N:11]=[C:12]([C:14]3[CH:19]=[CH:18][C:17]([N:31]4[CH2:32][CH2:33][CH:28]([OH:27])[CH2:29][CH2:30]4)=[N:16][CH:15]=3)[CH:13]=2)=[CH:4][CH:3]=1, predict the reactants needed to synthesize it. The reactants are: [F:1][C:2]1[CH:7]=[CH:6][C:5]([C:8]2[CH:13]=[C:12]([C:14]3[CH:15]=[N:16][C:17](F)=[CH:18][CH:19]=3)[N:11]=[C:10]([N:21]3[CH2:25][CH2:24][CH2:23][CH:22]3[CH3:26])[N:9]=2)=[CH:4][CH:3]=1.[OH:27][CH:28]1[CH2:33][CH2:32][NH:31][CH2:30][CH2:29]1.